The task is: Predict the reaction yield, written as a fraction of the theoretical maximum amount of product (1.0 means a 100% yield; for example, 0.34 means a 34% yield).. This data is from Reaction yield outcomes from USPTO patents with 853,638 reactions. (1) The reactants are [OH-].[Li+].C(O)C.[CH3:6][O:7][C:8]1[CH:9]=[CH:10][C:11]([CH2:30][CH:31]2[S:35][C:34](=[O:36])[NH:33][C:32]2=[O:37])=[C:12]2[C:17]=1[N:16]([CH2:18][C:19]1[CH:24]=[CH:23][C:22]([C:25]([O:27]C)=[O:26])=[CH:21][CH:20]=1)[C:15](=[O:29])[CH2:14][CH2:13]2. The catalyst is C1COCC1. The product is [CH3:6][O:7][C:8]1[CH:9]=[CH:10][C:11]([CH2:30][CH:31]2[S:35][C:34](=[O:36])[NH:33][C:32]2=[O:37])=[C:12]2[C:17]=1[N:16]([CH2:18][C:19]1[CH:20]=[CH:21][C:22]([C:25]([OH:27])=[O:26])=[CH:23][CH:24]=1)[C:15](=[O:29])[CH2:14][CH2:13]2. The yield is 0.970. (2) The reactants are Br[C:2]1[CH:7]=[CH:6][C:5]([CH2:8][C:9]([CH3:12])([OH:11])[CH3:10])=[CH:4][CH:3]=1.C([Li])(C)(C)C.CCCCC.[C:23](=[O:25])=[O:24]. The yield is 0.260. The product is [OH:11][C:9]([CH3:12])([CH3:10])[CH2:8][C:5]1[CH:6]=[CH:7][C:2]([C:23]([OH:25])=[O:24])=[CH:3][CH:4]=1. The catalyst is C1COCC1.CCOCC.CCOC(C)=O. (3) The reactants are [BH4-].[Na+].[CH3:3][C:4]1([C:10](OC)=[O:11])[CH2:8][O:7][C:6](=[O:9])[NH:5]1.[Cl-].[NH4+]. The catalyst is C(O)C. The product is [OH:11][CH2:10][C:4]1([CH3:3])[CH2:8][O:7][C:6](=[O:9])[NH:5]1. The yield is 0.770.